From a dataset of Peptide-MHC class I binding affinity with 185,985 pairs from IEDB/IMGT. Regression. Given a peptide amino acid sequence and an MHC pseudo amino acid sequence, predict their binding affinity value. This is MHC class I binding data. (1) The peptide sequence is HSSVAGGLW. The MHC is HLA-A30:01 with pseudo-sequence HLA-A30:01. The binding affinity (normalized) is 0.0847. (2) The peptide sequence is DVEDLLSYYV. The MHC is HLA-A02:01 with pseudo-sequence HLA-A02:01. The binding affinity (normalized) is 0.210.